This data is from Reaction yield outcomes from USPTO patents with 853,638 reactions. The task is: Predict the reaction yield, written as a fraction of the theoretical maximum amount of product (1.0 means a 100% yield; for example, 0.34 means a 34% yield). (1) The catalyst is [Os](=O)(=O)(=O)=O. The product is [CH2:13]([O:12][C@H:9]([C@H:8]([O:20][CH2:21][C:22]1[CH:23]=[CH:24][CH:25]=[CH:26][CH:27]=1)[C@H:7]([O:28][CH2:29][C:30]1[CH:31]=[CH:32][CH:33]=[CH:34][CH:35]=1)[CH2:6][O:5][Si:4]([CH:36]([CH3:38])[CH3:37])([CH:1]([CH3:2])[CH3:3])[CH:39]([CH3:41])[CH3:40])[CH:10]([OH:62])[CH2:11][OH:46])[C:14]1[CH:15]=[CH:16][CH:17]=[CH:18][CH:19]=1. The reactants are [CH:1]([Si:4]([CH:39]([CH3:41])[CH3:40])([CH:36]([CH3:38])[CH3:37])[O:5][CH2:6][C@@H:7]([O:28][CH2:29][C:30]1[CH:35]=[CH:34][CH:33]=[CH:32][CH:31]=1)[C@@H:8]([O:20][CH2:21][C:22]1[CH:27]=[CH:26][CH:25]=[CH:24][CH:23]=1)[C@@H:9]([O:12][CH2:13][C:14]1[CH:19]=[CH:18][CH:17]=[CH:16][CH:15]=1)[CH:10]=[CH2:11])([CH3:3])[CH3:2].CC(C)=O.[OH2:46].C(O)(C)(C)C.C[N+]1([O-])CCOCC1.[Cl-].[Na+].[OH2:62]. The yield is 0.940. (2) The reactants are COC1C=CC(P2(SP(C3C=CC(OC)=CC=3)(=S)S2)=[S:10])=CC=1.[Cl:23][C:24]1[CH:29]=[CH:28][CH:27]=[CH:26][C:25]=1[N:30]1[C:35](=[O:36])[CH:34]=[CH:33][C:32]2[C:37]([C:43]3[CH:48]=[CH:47][CH:46]=[CH:45][CH:44]=3)=[C:38]([C:40]([NH2:42])=O)[S:39][C:31]1=2.C1(C)C=CC=CC=1. The catalyst is C(Cl)Cl. The product is [Cl:23][C:24]1[CH:29]=[CH:28][CH:27]=[CH:26][C:25]=1[N:30]1[C:35](=[O:36])[CH:34]=[CH:33][C:32]2[C:37]([C:43]3[CH:48]=[CH:47][CH:46]=[CH:45][CH:44]=3)=[C:38]([C:40](=[S:10])[NH2:42])[S:39][C:31]1=2. The yield is 0.200. (3) The reactants are [Br:1][C:2]1[CH:7]=[CH:6][C:5]([CH3:8])=[CH:4][N:3]=1.C1C=C(Cl)C=C(C(OO)=[O:17])C=1.C([O-])([O-])=O.[K+].[K+]. The catalyst is ClCCl. The product is [Br:1][C:2]1[CH:7]=[CH:6][C:5]([CH3:8])=[CH:4][N+:3]=1[O-:17]. The yield is 0.750. (4) The reactants are COC[O:4][C:5]1[CH:31]=[CH:30][C:8]([CH:9]=[C:10]2[CH2:15][CH2:14][CH2:13][C:12](=[CH:16][C:17]3[CH:22]=[CH:21][C:20]([O:23]COC)=[C:19]([O:27][CH3:28])[CH:18]=3)[C:11]2=[O:29])=[CH:7][C:6]=1[O:32][CH3:33]. The catalyst is CO.Cl. The product is [OH:23][C:20]1[CH:21]=[CH:22][C:17]([CH:16]=[C:12]2[CH2:13][CH2:14][CH2:15][C:10](=[CH:9][C:8]3[CH:30]=[CH:31][C:5]([OH:4])=[C:6]([O:32][CH3:33])[CH:7]=3)[C:11]2=[O:29])=[CH:18][C:19]=1[O:27][CH3:28]. The yield is 0.660. (5) The product is [CH2:16]([N:11]([CH2:12][CH3:13])[CH2:10][CH2:9][CH2:8][NH:7][C:5](=[O:6])[C:4]1[CH:18]=[CH:19][CH:20]=[C:2]([NH:32][C:31]2[CH:33]=[CH:34][CH:35]=[C:29](/[CH:28]=[CH:27]/[C:26]3[CH:36]=[CH:37][CH:38]=[C:24]([O:23][C:22]([F:21])([F:39])[F:40])[CH:25]=3)[CH:30]=2)[CH:3]=1)[CH3:15]. The catalyst is CC(O)(C)C.C1C=CC(/C=C/C(/C=C/C2C=CC=CC=2)=O)=CC=1.C1C=CC(/C=C/C(/C=C/C2C=CC=CC=2)=O)=CC=1.C1C=CC(/C=C/C(/C=C/C2C=CC=CC=2)=O)=CC=1.[Pd].[Pd]. The reactants are Br[C:2]1[CH:3]=[C:4]([CH:18]=[CH:19][CH:20]=1)[C:5]([NH:7][CH2:8][CH2:9][CH2:10][N:11]1[CH2:16][CH2:15]N(C)[CH2:13][CH2:12]1)=[O:6].[F:21][C:22]([F:40])([F:39])[O:23][C:24]1[CH:25]=[C:26]([CH:36]=[CH:37][CH:38]=1)/[CH:27]=[CH:28]/[C:29]1[CH:30]=[C:31]([CH:33]=[CH:34][CH:35]=1)[NH2:32].CC(C1C=C(C(C)C)C(C2C=CC=CC=2P(C2CCCCC2)C2CCCCC2)=C(C(C)C)C=1)C.C([O-])([O-])=O.[K+].[K+]. The yield is 0.590. (6) The reactants are [CH3:1][O:2][CH2:3][CH:4]([NH:6][C:7]([C:9]1[CH:10]=[C:11]([C:16]2[CH:21]=[CH:20][C:19]([CH3:22])=[CH:18][CH:17]=2)[CH:12]=[C:13](I)[CH:14]=1)=[O:8])[CH3:5].[CH3:23][N:24]1[CH:28]=[C:27](B(O)O)[CH:26]=[N:25]1.C([O-])([O-])=O.[Cs+].[Cs+]. The catalyst is C1(C)C=CC=CC=1.C1COCC1.C1C=CC([P]([Pd]([P](C2C=CC=CC=2)(C2C=CC=CC=2)C2C=CC=CC=2)([P](C2C=CC=CC=2)(C2C=CC=CC=2)C2C=CC=CC=2)[P](C2C=CC=CC=2)(C2C=CC=CC=2)C2C=CC=CC=2)(C2C=CC=CC=2)C2C=CC=CC=2)=CC=1. The product is [CH3:1][O:2][CH2:3][CH:4]([NH:6][C:7]([C:9]1[CH:10]=[C:11]([C:16]2[CH:21]=[CH:20][C:19]([CH3:22])=[CH:18][CH:17]=2)[CH:12]=[C:13]([C:27]2[CH:26]=[N:25][N:24]([CH3:23])[CH:28]=2)[CH:14]=1)=[O:8])[CH3:5]. The yield is 0.560.